From a dataset of Catalyst prediction with 721,799 reactions and 888 catalyst types from USPTO. Predict which catalyst facilitates the given reaction. (1) Reactant: [CH2:1]([O:3][C:4]([C:6]1[NH:7][O:8][C:9](=O)[C:10]=1[CH3:11])=[O:5])[CH3:2].P(Br)(Br)([Br:15])=O. Product: [CH2:1]([O:3][C:4]([C:6]1[C:10]([CH3:11])=[C:9]([Br:15])[O:8][N:7]=1)=[O:5])[CH3:2]. The catalyst class is: 66. (2) Product: [N:32]([CH2:12][CH2:13][C@@H:14]([N:21]1[C:29](=[O:30])[C:28]2[C:23](=[CH:24][CH:25]=[CH:26][CH:27]=2)[C:22]1=[O:31])[C:15]1[CH:20]=[CH:19][CH:18]=[CH:17][CH:16]=1)=[N+:33]=[N-:34]. The catalyst class is: 16. Reactant: CC1C=CC(S(O[CH2:12][CH2:13][C@@H:14]([N:21]2[C:29](=[O:30])[C:28]3[C:23](=[CH:24][CH:25]=[CH:26][CH:27]=3)[C:22]2=[O:31])[C:15]2[CH:20]=[CH:19][CH:18]=[CH:17][CH:16]=2)(=O)=O)=CC=1.[N-:32]=[N+:33]=[N-:34].[Na+]. (3) Product: [C:1]1([C:17]2[CH:22]=[CH:21][CH:20]=[CH:19][CH:18]=2)[CH:2]=[CH:3][C:4]([CH:7]([N:15]([CH3:16])[C:36](=[O:38])[CH2:35][N:30]2[C:31]3[C:26](=[CH:25][C:24]([CH3:23])=[C:33]([CH3:34])[CH:32]=3)[CH:27]=[CH:28][C:29]2=[O:39])[CH2:8][N:9]2[CH2:10][CH2:11][O:12][CH2:13][CH2:14]2)=[CH:5][CH:6]=1. The catalyst class is: 9. Reactant: [C:1]1([C:17]2[CH:22]=[CH:21][CH:20]=[CH:19][CH:18]=2)[CH:6]=[CH:5][C:4]([CH:7]([NH:15][CH3:16])[CH2:8][N:9]2[CH2:14][CH2:13][O:12][CH2:11][CH2:10]2)=[CH:3][CH:2]=1.[CH3:23][C:24]1[CH:25]=[C:26]2[C:31](=[CH:32][C:33]=1[CH3:34])[N:30]([CH2:35][C:36]([OH:38])=O)[C:29](=[O:39])[CH:28]=[CH:27]2.C(N(C(C)C)CC)(C)C. (4) Reactant: Cl.[C:2](=[NH:9])(OCC)[CH2:3][CH2:4][CH3:5].C(N(CC)CC)C.Cl.[NH2:18][CH:19]([C:25](=O)[CH3:26])[C:20]([O:22][CH2:23][CH3:24])=[O:21]. Product: [CH3:26][C:25]1[N:9]=[C:2]([CH2:3][CH2:4][CH3:5])[NH:18][C:19]=1[C:20]([O:22][CH2:23][CH3:24])=[O:21]. The catalyst class is: 14. (5) Reactant: [CH3:1][N:2]([CH3:28])[CH2:3][CH2:4][NH:5][C:6]([C:8]1[C:21]2[C:12](=[N:13][C:14]3[C:19]([N:20]=2)=[C:18]2[CH:22]=[CH:23][N:24]=[C:25]([O:26]C)[C:17]2=[CH:16][CH:15]=3)[CH:11]=[CH:10][CH:9]=1)=[O:7].Br.C([O-])(O)=O.[Na+]. Product: [CH3:1][N:2]([CH3:28])[CH2:3][CH2:4][NH:5][C:6]([C:8]1[C:21]2[C:12](=[N:13][C:14]3[C:19]([N:20]=2)=[C:18]2[CH:22]=[CH:23][N:24]=[C:25]([OH:26])[C:17]2=[CH:16][CH:15]=3)[CH:11]=[CH:10][CH:9]=1)=[O:7]. The catalyst class is: 52. (6) Reactant: [NH2:1][C:2]1[C:7]([C:8]#[N:9])=[C:6]([O:10][CH2:11][CH3:12])[N:5]=[C:4]([C:13]([OH:15])=O)[CH:3]=1.F[B-](F)(F)F.N1(OC(N(C)C)=[N+](C)C)C2C=CC=CC=2N=N1.[N:38]1[CH:43]=[CH:42][CH:41]=[CH:40][C:39]=1[C:44]1[S:48][C:47]([CH2:49][NH2:50])=[CH:46][CH:45]=1.C(N(C(C)C)CC)(C)C. Product: [NH2:1][C:2]1[C:7]([C:8]#[N:9])=[C:6]([O:10][CH2:11][CH3:12])[N:5]=[C:4]([C:13]([NH:50][CH2:49][C:47]2[S:48][C:44]([C:39]3[CH:40]=[CH:41][CH:42]=[CH:43][N:38]=3)=[CH:45][CH:46]=2)=[O:15])[CH:3]=1. The catalyst class is: 80. (7) Reactant: [Cl:1][C:2]1[CH:3]=[C:4]([C@@H:9]2[O:15][CH2:14][CH2:13][N:12]([C:16]([O:18][C:19]([CH3:22])([CH3:21])[CH3:20])=[O:17])[CH2:11][C@H:10]2/[CH:23]=[CH:24]/[C:25]([O:27][CH2:28][CH3:29])=[O:26])[CH:5]=[CH:6][C:7]=1[Cl:8]. The catalyst class is: 465. Product: [Cl:1][C:2]1[CH:3]=[C:4]([C@@H:9]2[O:15][CH2:14][CH2:13][N:12]([C:16]([O:18][C:19]([CH3:20])([CH3:21])[CH3:22])=[O:17])[CH2:11][C@H:10]2[CH2:23][CH2:24][C:25]([O:27][CH2:28][CH3:29])=[O:26])[CH:5]=[CH:6][C:7]=1[Cl:8]. (8) Reactant: [CH:1](=O)[C:2]1[CH:7]=[CH:6][CH:5]=[CH:4][CH:3]=1.[CH2:9]([O:11][C:12]1[N:17]=[CH:16][C:15]([NH2:18])=[CH:14][C:13]=1[O:19][CH3:20])[CH3:10]. The catalyst class is: 8. Product: [CH:1](=[N:18][C:15]1[CH:16]=[N:17][C:12]([O:11][CH2:9][CH3:10])=[C:13]([O:19][CH3:20])[CH:14]=1)[C:2]1[CH:7]=[CH:6][CH:5]=[CH:4][CH:3]=1. (9) Reactant: [Br:1][C:2]1[CH:3]=[C:4]2[C:8](=[CH:9][CH:10]=1)[NH:7][N:6]=[C:5]2[CH3:11].[H-].[Na+].[CH3:14][Si:15]([CH3:22])([CH3:21])[CH2:16][CH2:17]OCCl.[C:23](OCC)(=[O:25])C. Product: [Br:1][C:2]1[CH:3]=[C:4]2[C:8](=[CH:9][CH:10]=1)[N:7]([CH2:23][O:25][CH:16]([Si:15]([CH3:14])([CH3:21])[CH3:22])[CH3:17])[N:6]=[C:5]2[CH3:11]. The catalyst class is: 3. (10) Reactant: [C:1]1(C)C(S(O)(=O)=O)=CC=CC=1.N1([C:17](=[CH:27][C:28](=[O:30])C)[CH:18]([C:23]([O:25][CH3:26])=[O:24])C(OC)=O)CCCC1.[Cl:31][C:32]1[C:33]([NH:38][NH2:39])=[N:34][CH:35]=[CH:36][CH:37]=1.[OH2:40].C1(C)C(S(O)(=O)=O)=CC=CC=1. Product: [Cl:31][C:32]1[C:33]([N:38]2[C:27]([C:28]([O:30][CH3:1])=[O:40])=[CH:17][C:18]([C:23]([O:25][CH3:26])=[O:24])=[N:39]2)=[N:34][CH:35]=[CH:36][CH:37]=1. The catalyst class is: 5.